This data is from Forward reaction prediction with 1.9M reactions from USPTO patents (1976-2016). The task is: Predict the product of the given reaction. (1) Given the reactants CO[C:3](=[O:19])[CH2:4][CH2:5][C:6]1[CH:11]=[CH:10][C:9]([O:12][C:13]2[CH:18]=[CH:17][CH:16]=[CH:15][CH:14]=2)=[CH:8][CH:7]=1.[NH2:20][C:21]([NH2:23])=[O:22].[O-]CC.[Na+], predict the reaction product. The product is: [O:12]([C:9]1[CH:8]=[CH:7][C:6]([CH2:5][CH2:4][C:3]([NH:20][C:21]([NH2:23])=[O:22])=[O:19])=[CH:11][CH:10]=1)[C:13]1[CH:14]=[CH:15][CH:16]=[CH:17][CH:18]=1. (2) Given the reactants [C:1]1([CH2:7]/[CH:8]=[CH:9]/[CH2:10][OH:11])[CH:6]=[CH:5][CH:4]=[CH:3][CH:2]=1.ClC1C=CC=C(C(OO)=[O:20])C=1, predict the reaction product. The product is: [CH2:7]([CH:8]1[O:20][CH:9]1[CH2:10][OH:11])[C:1]1[CH:6]=[CH:5][CH:4]=[CH:3][CH:2]=1. (3) Given the reactants [CH2:1]([O:3][C:4]([C@H:6]1[C@H:10]([CH2:11][OH:12])[CH2:9][N:8]([C:13]([O:15][C:16]([CH3:19])([CH3:18])[CH3:17])=[O:14])[CH2:7]1)=[O:5])[CH3:2].CC(OI1(OC(C)=O)(OC(C)=O)OC(=O)C2C=CC=CC1=2)=O, predict the reaction product. The product is: [CH2:1]([O:3][C:4]([C@H:6]1[C@H:10]([CH:11]=[O:12])[CH2:9][N:8]([C:13]([O:15][C:16]([CH3:17])([CH3:19])[CH3:18])=[O:14])[CH2:7]1)=[O:5])[CH3:2]. (4) Given the reactants CS(O[CH2:6][CH2:7][N:8]([C:25]([O:27][C:28]([CH3:31])([CH3:30])[CH3:29])=[O:26])[CH2:9][C:10]1[NH:11][C:12](=[O:24])[C:13]2[CH:18]=[N:17][N:16]([CH:19]3[CH2:23][CH2:22][CH2:21][CH2:20]3)[C:14]=2[N:15]=1)(=O)=O.C(=O)([O-])[O-].[Cs+].[Cs+], predict the reaction product. The product is: [CH:19]1([N:16]2[C:14]3[N:15]=[C:10]4[CH2:9][N:8]([C:25]([O:27][C:28]([CH3:31])([CH3:29])[CH3:30])=[O:26])[CH2:7][CH2:6][N:11]4[C:12](=[O:24])[C:13]=3[CH:18]=[N:17]2)[CH2:23][CH2:22][CH2:21][CH2:20]1. (5) Given the reactants [Si]([O:8][CH2:9][C@@H:10]([CH3:22])[CH2:11][N:12]1[C:20]2[C:15](=[CH:16][C:17]([CH3:21])=[CH:18][CH:19]=2)[CH:14]=[N:13]1)(C(C)(C)C)(C)C.CCCC[N+](CCCC)(CCCC)CCCC.[F-], predict the reaction product. The product is: [CH3:22][C@@H:10]([CH2:11][N:12]1[C:20]2[C:15](=[CH:16][C:17]([CH3:21])=[CH:18][CH:19]=2)[CH:14]=[N:13]1)[CH2:9][OH:8]. (6) Given the reactants Br[C:2]1[CH:7]=[CH:6][C:5]([C@@H:8]([NH:10][S@@:11]([C:13]([CH3:16])([CH3:15])[CH3:14])=[O:12])[CH3:9])=[C:4]([F:17])[CH:3]=1.C([Sn](CCCC)(CCCC)[C:23]([O:25][CH2:26][CH3:27])=[CH2:24])CCC.C(N(CC)CC)C.C(Cl)Cl, predict the reaction product. The product is: [NH4+:10].[OH-:12].[CH2:26]([O:25][C:23]([C:2]1[CH:7]=[CH:6][C:5]([C@@H:8]([NH:10][S@@:11]([C:13]([CH3:16])([CH3:15])[CH3:14])=[O:12])[CH3:9])=[C:4]([F:17])[CH:3]=1)=[CH2:24])[CH3:27]. (7) Given the reactants [N+](C1C=CC(O[C:9]([NH:11][C@H:12]2[CH2:17][CH2:16][CH2:15][N:14]([C:18]([O:20][C:21]([CH3:24])([CH3:23])[CH3:22])=[O:19])[CH2:13]2)=[O:10])=CC=1)([O-])=O.Cl.[C@H:28]12[NH:35][C@@H:32]([CH2:33][CH2:34]1)[CH2:31][CH:30]([OH:36])[CH2:29]2, predict the reaction product. The product is: [OH:36][CH:30]1[CH2:29][C@H:28]2[N:35]([C:9]([NH:11][C@H:12]3[CH2:17][CH2:16][CH2:15][N:14]([C:18]([O:20][C:21]([CH3:22])([CH3:23])[CH3:24])=[O:19])[CH2:13]3)=[O:10])[C@@H:32]([CH2:33][CH2:34]2)[CH2:31]1.